Predict the product of the given reaction. From a dataset of Forward reaction prediction with 1.9M reactions from USPTO patents (1976-2016). (1) Given the reactants [C:1]([O:5][C:6]([N:8]1[CH2:12][CH2:11][CH2:10][C@H:9]1[C:13]1[NH:14][C:15]([C:18]2[CH:30]=[C:29]3[C:21]([C:22]4[CH:23]=[CH:24][C:25]([C:33]5[CH:34]=[CH:35][C:36]6[N:40]=[C:39]([C@@H:41]7[CH2:49][C:44]8([O:48][CH2:47][CH2:46][O:45]8)[CH2:43][N:42]7C(OCC7C=CC=CC=7)=O)[NH:38][C:37]=6[CH:60]=5)=[CH:26][C:27]=4[C:28]3([F:32])[F:31])=[CH:20][CH:19]=2)=[CH:16][N:17]=1)=[O:7])([CH3:4])([CH3:3])[CH3:2].C(N(CC)CC)C, predict the reaction product. The product is: [O:48]1[C:44]2([CH2:49][C@@H:41]([C:39]3[NH:38][C:37]4[CH:60]=[C:33]([C:25]5[CH:26]=[C:27]6[C:22]([C:21]7[CH:20]=[CH:19][C:18]([C:15]8[NH:14][C:13]([C@@H:9]9[CH2:10][CH2:11][CH2:12][N:8]9[C:6]([O:5][C:1]([CH3:4])([CH3:3])[CH3:2])=[O:7])=[N:17][CH:16]=8)=[CH:30][C:29]=7[C:28]6([F:31])[F:32])=[CH:23][CH:24]=5)[CH:34]=[CH:35][C:36]=4[N:40]=3)[NH:42][CH2:43]2)[O:45][CH2:46][CH2:47]1. (2) Given the reactants [Cl:1][C:2]1[C:7]([NH:8][S:9]([C:12]2[CH:17]=[CH:16][C:15]([F:18])=[CH:14][CH:13]=2)(=[O:11])=[O:10])=[CH:6][C:5](B2OC(C)(C)C(C)(C)O2)=[CH:4][N:3]=1.[N:28]1[C:37]2[CH:36]=[CH:35][NH:34][C:33](=[O:38])[C:32]=2[CH:31]=[CH:30][CH:29]=1.C1CCN2C(=NCCC2)CC1.Cl, predict the reaction product. The product is: [Cl:1][C:2]1[C:7]([NH:8][S:9]([C:12]2[CH:13]=[CH:14][C:15]([F:18])=[CH:16][CH:17]=2)(=[O:10])=[O:11])=[CH:6][C:5]([N:34]2[CH:35]=[CH:36][C:37]3[N:28]=[CH:29][CH:30]=[CH:31][C:32]=3[C:33]2=[O:38])=[CH:4][N:3]=1. (3) Given the reactants [Cl:1][C:2]1[N:3]=[C:4]([C:9]([NH:11][C@H:12]2[CH2:17][CH2:16][N:15]([C:18]3[S:19][C:20]([C:23]([O:25]CC)=[O:24])=[CH:21][N:22]=3)[CH2:14][C@H:13]2[O:28][CH2:29][CH3:30])=[O:10])[NH:5][C:6]=1[CH2:7][CH3:8].[OH-].[Li+].CO, predict the reaction product. The product is: [Cl:1][C:2]1[N:3]=[C:4]([C:9]([NH:11][C@H:12]2[CH2:17][CH2:16][N:15]([C:18]3[S:19][C:20]([C:23]([OH:25])=[O:24])=[CH:21][N:22]=3)[CH2:14][C@H:13]2[O:28][CH2:29][CH3:30])=[O:10])[NH:5][C:6]=1[CH2:7][CH3:8]. (4) Given the reactants [F:1][C:2]1[CH:3]=[C:4]([NH2:28])[CH:5]=[CH:6][C:7]=1[O:8][C:9]1[CH:14]=[CH:13][N:12]=[C:11]2[CH:15]=[C:16]([C:18]3[CH:23]=[CH:22][C:21]([S:24]([CH3:27])(=[O:26])=[O:25])=[CH:20][CH:19]=3)[S:17][C:10]=12.[C:29]1([CH2:35][C:36]([N:38]=[C:39]=[S:40])=[O:37])[CH:34]=[CH:33][CH:32]=[CH:31][CH:30]=1, predict the reaction product. The product is: [F:1][C:2]1[CH:3]=[C:4]([NH:28][C:39]([NH:38][C:36](=[O:37])[CH2:35][C:29]2[CH:30]=[CH:31][CH:32]=[CH:33][CH:34]=2)=[S:40])[CH:5]=[CH:6][C:7]=1[O:8][C:9]1[CH:14]=[CH:13][N:12]=[C:11]2[CH:15]=[C:16]([C:18]3[CH:19]=[CH:20][C:21]([S:24]([CH3:27])(=[O:25])=[O:26])=[CH:22][CH:23]=3)[S:17][C:10]=12. (5) Given the reactants [CH3:1][CH2:2][CH2:3][CH2:4][CH2:5][CH2:6][CH2:7][CH2:8][CH2:9][CH2:10][C@H:11]([OH:44])[C@@H:12]1[O:16][C@@H:15]([C@@H:17]2[O:21][C@@H:20]([C@H:22]([OH:43])[CH2:23][CH2:24][CH2:25][CH2:26][CH2:27][CH2:28][CH2:29][CH2:30][CH2:31][CH2:32][C@@H:33](O)[CH2:34][C:35]3[C:39](=[O:40])[O:38][C@@H:37]([CH3:41])[CH:36]=3)[CH2:19][CH2:18]2)[CH2:14][CH2:13]1, predict the reaction product. The product is: [CH3:1][CH2:2][CH2:3][CH2:4][CH2:5][CH2:6][CH2:7][CH2:8][CH2:9][CH2:10][C@H:11]([OH:44])[C@@H:12]1[O:16][C@@H:15]([C@@H:17]2[O:21][C@@H:20]([C@H:22]([OH:43])[CH2:23][CH2:24][CH2:25][CH2:26][CH2:27][CH2:28][CH2:29][CH2:30][CH2:31][CH2:32][CH2:33][CH2:34][C:35]3[C:39](=[O:40])[O:38][C@@H:37]([CH3:41])[CH:36]=3)[CH2:19][CH2:18]2)[CH2:14][CH2:13]1.[CH3:1][CH2:2][CH2:3][CH2:4][CH2:5][CH2:6][CH2:7][CH2:8][CH2:9][CH2:10][CH:11]([OH:44])[CH:12]1[O:16][CH:15]([CH:17]2[O:21][CH:20]([CH:22]([OH:43])[CH2:23][CH2:24][CH2:25][CH2:26][CH2:27][CH2:28][CH2:29][CH2:30][CH2:31][CH2:32][CH2:33][CH2:34][C:35]3[C:39](=[O:40])[O:38][CH:37]([CH3:41])[CH:36]=3)[CH2:19][CH2:18]2)[CH2:14][CH2:13]1. (6) Given the reactants Br[CH2:2][C:3]([C:5]1[CH:10]=[CH:9][CH:8]=[CH:7][CH:6]=1)=O.[NH2:11][CH:12]1[CH2:17][CH2:16][N:15]([C:18]([O:20][C:21]([CH3:24])([CH3:23])[CH3:22])=[O:19])[CH2:14][CH2:13]1.CCN(C(C)C)C(C)C.[O-:34][C:35]#[N:36].[Na+], predict the reaction product. The product is: [O:34]=[C:35]1[N:11]([CH:12]2[CH2:13][CH2:14][N:15]([C:18]([O:20][C:21]([CH3:24])([CH3:23])[CH3:22])=[O:19])[CH2:16][CH2:17]2)[CH:2]=[C:3]([C:5]2[CH:10]=[CH:9][CH:8]=[CH:7][CH:6]=2)[NH:36]1. (7) Given the reactants [CH2:1]([O:3][C:4]([C:6]1[NH:7][C:8]([CH3:13])=[C:9](Br)[C:10]=1[CH3:11])=[O:5])[CH3:2].[F:14][C:15]1[CH:20]=[CH:19][C:18](B(O)O)=[CH:17][CH:16]=1.C(=O)([O-])[O-].[Na+].[Na+], predict the reaction product. The product is: [CH2:1]([O:3][C:4]([C:6]1[NH:7][C:8]([CH3:13])=[C:9]([C:18]2[CH:19]=[CH:20][C:15]([F:14])=[CH:16][CH:17]=2)[C:10]=1[CH3:11])=[O:5])[CH3:2].